Predict the product of the given reaction. From a dataset of Forward reaction prediction with 1.9M reactions from USPTO patents (1976-2016). (1) Given the reactants [NH:1]1[C:9]2[C:4](=[CH:5][CH:6]=[CH:7][CH:8]=2)[C:3]([CH2:10][CH2:11][CH2:12][C:13]([OH:15])=O)=[CH:2]1.C(N=C=NCCCN(C)C)C.[OH:27][C:28]1[CH:33]=[CH:32][C:31]([N:34]2[CH2:39][CH2:38][NH:37][CH2:36][CH2:35]2)=[CH:30][CH:29]=1, predict the reaction product. The product is: [OH:27][C:28]1[CH:29]=[CH:30][C:31]([N:34]2[CH2:39][CH2:38][N:37]([C:13](=[O:15])[CH2:12][CH2:11][CH2:10][C:3]3[C:4]4[C:9](=[CH:8][CH:7]=[CH:6][CH:5]=4)[NH:1][CH:2]=3)[CH2:36][CH2:35]2)=[CH:32][CH:33]=1. (2) Given the reactants [CH3:1][C:2]1[CH:3]=[CH:4][C:5]([O:18]C)=[C:6]([CH:17]=1)[O:7][C:8]1[CH:16]=[CH:15][C:11]([C:12]([OH:14])=[O:13])=[CH:10][CH:9]=1, predict the reaction product. The product is: [OH:18][C:5]1[CH:4]=[CH:3][C:2]([CH3:1])=[CH:17][C:6]=1[O:7][C:8]1[CH:9]=[CH:10][C:11]([C:12]([OH:14])=[O:13])=[CH:15][CH:16]=1.